This data is from Buchwald-Hartwig C-N cross coupling reaction yields with 55,370 reactions. The task is: Predict the reaction yield, written as a fraction of the theoretical maximum amount of product (1.0 means a 100% yield; for example, 0.34 means a 34% yield). (1) The reactants are CCc1ccc(Br)cc1.Cc1ccc(N)cc1.O=S(=O)(O[Pd]1c2ccccc2-c2ccccc2N~1)C(F)(F)F.CC(C)c1cc(C(C)C)c(-c2ccccc2P(C2CCCCC2)C2CCCCC2)c(C(C)C)c1.CN(C)C(=NC(C)(C)C)N(C)C.c1ccc(CN(Cc2ccccc2)c2ccon2)cc1. No catalyst specified. The product is CCc1ccc(Nc2ccc(C)cc2)cc1. The yield is 0.249. (2) The yield is 0.240. The product is Cc1ccc(Nc2ccc(C(F)(F)F)cc2)cc1. The reactants are FC(F)(F)c1ccc(Br)cc1.Cc1ccc(N)cc1.O=S(=O)(O[Pd]1c2ccccc2-c2ccccc2N~1)C(F)(F)F.CC(C)c1cc(C(C)C)c(-c2ccccc2P(C2CCCCC2)C2CCCCC2)c(C(C)C)c1.CN1CCCN2CCCN=C12.c1ccc(CN(Cc2ccccc2)c2ccon2)cc1. No catalyst specified.